From a dataset of Human liver microsome stability data. Regression/Classification. Given a drug SMILES string, predict its absorption, distribution, metabolism, or excretion properties. Task type varies by dataset: regression for continuous measurements (e.g., permeability, clearance, half-life) or binary classification for categorical outcomes (e.g., BBB penetration, CYP inhibition). Dataset: hlm. (1) The drug is CCCC(=O)c1cc(C#N)c(N2CCC(C(=O)NS(=O)(=O)Cc3ccc(Cl)cc3)CC2)nc1C. The result is 0 (unstable in human liver microsomes). (2) The molecule is COc1cc2nc(N3CCCN(C(=O)N4CCOCC4)CC3)cc(N)c2c(-c2ccc(F)cc2)c1OC. The result is 1 (stable in human liver microsomes).